This data is from Full USPTO retrosynthesis dataset with 1.9M reactions from patents (1976-2016). The task is: Predict the reactants needed to synthesize the given product. (1) Given the product [C:35]([NH:36][C@H:37]1[CH2:41][CH2:40][N:39]([C:9]2[CH:8]=[CH:7][C:3]([C:4]([NH2:6])=[O:5])=[C:2]([NH:12][C:13]3[CH:29]=[CH:28][C:16]([O:17][C:18]4[CH:23]=[CH:22][N:21]=[C:20]([C:24](=[O:25])[NH:26][CH3:27])[CH:19]=4)=[CH:15][CH:14]=3)[N:10]=2)[CH2:38]1)(=[O:42])[CH:43]=[CH2:44], predict the reactants needed to synthesize it. The reactants are: Cl[C:2]1[N:10]=[C:9](Cl)[CH:8]=[CH:7][C:3]=1[C:4]([NH2:6])=[O:5].[NH2:12][C:13]1[CH:29]=[CH:28][C:16]([O:17][C:18]2[CH:23]=[CH:22][N:21]=[C:20]([C:24]([NH:26][CH3:27])=[O:25])[CH:19]=2)=[CH:15][CH:14]=1.C(O[C:35](=[O:42])[NH:36][C@@H:37]1[CH2:41][CH2:40][NH:39][CH2:38]1)(C)(C)C.[C:43](O)(=O)[CH:44]=C. (2) Given the product [CH2:23]([N:13]([CH2:11][CH3:12])[C:14]1[CH:21]=[CH:20][C:17]([C:18]2[NH:1][N:2]=[C:3]([C:5]3[CH:10]=[N:9][CH:8]=[CH:7][N:6]=3)[N:4]=2)=[C:16]([OH:22])[CH:15]=1)[CH3:24], predict the reactants needed to synthesize it. The reactants are: [NH2:1][NH:2][C:3]([C:5]1[CH:10]=[N:9][CH:8]=[CH:7][N:6]=1)=[NH:4].[CH2:11]([N:13]([CH2:23][CH3:24])[C:14]1[CH:21]=[CH:20][C:17]([CH:18]=O)=[C:16]([OH:22])[CH:15]=1)[CH3:12].